Dataset: Reaction yield outcomes from USPTO patents with 853,638 reactions. Task: Predict the reaction yield, written as a fraction of the theoretical maximum amount of product (1.0 means a 100% yield; for example, 0.34 means a 34% yield). (1) The reactants are [CH:1]1([NH:4][C:5]([NH:7][C:8]2[CH:13]=[CH:12][C:11]([O:14][C:15]3[CH:20]=[CH:19][N:18]=[C:17]4[CH:21]=[C:22](I)[S:23][C:16]=34)=[C:10]([F:25])[CH:9]=2)=[O:6])[CH2:3][CH2:2]1.[C:26]([N:33]1[CH2:38][CH:37]=[C:36](B2OC(C)(C)C(C)(C)O2)[CH2:35][CH2:34]1)([O:28][C:29]([CH3:32])(C)C)=[O:27].C([O-])(O)=O.[Na+].CO[CH2:55][CH2:56]OC.O. The catalyst is C1C=CC([P]([Pd]([P](C2C=CC=CC=2)(C2C=CC=CC=2)C2C=CC=CC=2)([P](C2C=CC=CC=2)(C2C=CC=CC=2)C2C=CC=CC=2)[P](C2C=CC=CC=2)(C2C=CC=CC=2)C2C=CC=CC=2)(C2C=CC=CC=2)C2C=CC=CC=2)=CC=1. The product is [CH:1]1([NH:4][C:5](=[O:6])[NH:7][C:8]2[CH:13]=[CH:12][C:11]([O:14][C:15]3[CH:20]=[CH:19][N:18]=[C:17]4[CH:21]=[C:22]([C:36]5[CH2:35][CH2:34][N:33]([C:26]([O:28][CH2:29][CH2:32][CH2:55][CH3:56])=[O:27])[CH2:38][CH:37]=5)[S:23][C:16]=34)=[C:10]([F:25])[CH:9]=2)[CH2:3][CH2:2]1. The yield is 0.780. (2) The reactants are [C:1]([O:4][C@@H:5]1[CH2:29][CH2:28][C@@:27]2([CH3:30])[C@H:7]([CH2:8][CH2:9][C@@H:10]3[C:26]2=[CH:25][CH2:24][C@@:23]2([CH3:31])[C@H:11]3[CH2:12][CH2:13][C@@H:14]2[C@H:15]([CH3:22])[CH2:16][CH2:17][C:18]([O:20][CH3:21])=[O:19])[CH2:6]1)(=[O:3])[CH3:2].CC(O)=[O:34]. No catalyst specified. The product is [C:1]([O:4][C@@H:5]1[CH2:29][CH2:28][C@@:27]2([CH3:30])[C@H:7]([CH2:8][CH2:9][C@@H:10]3[C:26]2=[CH:25][C:24](=[O:34])[C@@:23]2([CH3:31])[C@H:11]3[CH2:12][CH2:13][C@@H:14]2[C@H:15]([CH3:22])[CH2:16][CH2:17][C:18]([O:20][CH3:21])=[O:19])[CH2:6]1)(=[O:3])[CH3:2]. The yield is 0.500. (3) The reactants are Br[C:2]1[CH:3]=[C:4]2[C:8](=[CH:9][CH:10]=1)[NH:7][N:6]=[C:5]2[C:11]#[N:12].[C:13]([O-:16])(=[O:15])C.[Na+].[CH3:18]N(C)C=O. The catalyst is CO.C1(P(C2C=CC=CC=2)[C-]2C=CC=C2)C=CC=CC=1.[C-]1(P(C2C=CC=CC=2)C2C=CC=CC=2)C=CC=C1.[Fe+2].[Pd](Cl)Cl. The product is [C:11]([C:5]1[C:4]2[C:8](=[CH:9][CH:10]=[C:2]([C:13]([O:16][CH3:18])=[O:15])[CH:3]=2)[NH:7][N:6]=1)#[N:12]. The yield is 0.680. (4) The reactants are C([N:8]1[C:16]2[C:15](=[O:17])[N:14]([CH2:18][CH2:19][CH2:20][OH:21])[C:13](=[O:22])[N:12]([CH2:23][CH3:24])[C:11]=2[N:10]=[C:9]1[O:25][CH2:26][CH3:27])C1C=CC=CC=1.C([O-])=O.[NH4+]. The product is [CH2:26]([O:25][C:9]1[NH:8][C:16]2[C:15](=[O:17])[N:14]([CH2:18][CH2:19][CH2:20][OH:21])[C:13](=[O:22])[N:12]([CH2:23][CH3:24])[C:11]=2[N:10]=1)[CH3:27]. The catalyst is C(O)C.[Pd]. The yield is 0.771. (5) The reactants are [SH:1][C:2]1[S:3][CH2:4][CH2:5][N:6]=1.[C:7]([O:10][C:11]1[CH:16]=[CH:15][C:14]([CH2:17][OH:18])=[CH:13][C:12]=1[O:19][CH3:20])(=[O:9])[CH3:8].N#N.[O:23]=[C:24](Cl)OC(Cl)(Cl)Cl.ClC(C1NCCS1)=O.CCN(CC)CC. The catalyst is C(Cl)Cl. The product is [S:1]=[C:2]1[N:6]([C:24]([O:18][CH2:17][C:14]2[CH:15]=[CH:16][C:11]([O:10][C:7](=[O:9])[CH3:8])=[C:12]([O:19][CH3:20])[CH:13]=2)=[O:23])[CH2:5][CH2:4][S:3]1. The yield is 0.370. (6) The reactants are O.[OH-].[Li+].[CH3:4][C:5]1[CH:6]=[CH:7][C:8]([C:11]2[N:15]([C:16]3[N:21]=[CH:20][CH:19]=[CH:18][N:17]=3)[N:14]=[C:13]([C:22]([O:24]CC)=[O:23])[CH:12]=2)=[N:9][CH:10]=1.Cl.CO. The catalyst is O.O1CCCC1.C(Cl)(Cl)Cl. The product is [CH3:4][C:5]1[CH:6]=[CH:7][C:8]([C:11]2[N:15]([C:16]3[N:21]=[CH:20][CH:19]=[CH:18][N:17]=3)[N:14]=[C:13]([C:22]([OH:24])=[O:23])[CH:12]=2)=[N:9][CH:10]=1. The yield is 0.920. (7) The product is [Br:16][C:3]1[CH:4]=[C:5]([CH:14]=[CH:15][CH:2]=1)[C:6]([N:8]([CH3:13])[CH3:9])=[O:7]. No catalyst specified. The reactants are Br[C:2]1[CH:15]=[CH:14][C:5]([C:6]([N:8]2[CH2:13]COC[CH2:9]2)=[O:7])=[CH:4][CH:3]=1.[Br:16]C1C=C(C=CC=1)C(Cl)=O.CNC. The yield is 0.850. (8) The product is [N:25]([C@@H:28]([CH:32]([C:33]1[CH:38]=[CH:37][CH:36]=[C:35]([F:39])[CH:34]=1)[C:40]1[CH:45]=[CH:44][CH:43]=[C:42]([F:46])[CH:41]=1)[C:29]([NH:1][C:2]1[CH:23]=[CH:22][CH:21]=[C:20]([F:24])[C:3]=1[CH2:4][CH2:5][C@H:6]1[CH2:10][O:9][C:8]([CH3:11])([CH3:12])[N:7]1[C:13]([O:15][C:16]([CH3:19])([CH3:17])[CH3:18])=[O:14])=[O:30])=[N+:26]=[N-:27]. The yield is 0.570. The catalyst is N1C=CC=CC=1. The reactants are [NH2:1][C:2]1[CH:23]=[CH:22][CH:21]=[C:20]([F:24])[C:3]=1[CH2:4][CH2:5][C@H:6]1[CH2:10][O:9][C:8]([CH3:12])([CH3:11])[N:7]1[C:13]([O:15][C:16]([CH3:19])([CH3:18])[CH3:17])=[O:14].[N:25]([C@@H:28]([CH:32]([C:40]1[CH:45]=[CH:44][CH:43]=[C:42]([F:46])[CH:41]=1)[C:33]1[CH:38]=[CH:37][CH:36]=[C:35]([F:39])[CH:34]=1)[C:29](O)=[O:30])=[N+:26]=[N-:27].O=P(Cl)(Cl)Cl.